From a dataset of Full USPTO retrosynthesis dataset with 1.9M reactions from patents (1976-2016). Predict the reactants needed to synthesize the given product. (1) The reactants are: [CH3:1][C:2]1[C:7]([CH3:8])=[CH:6][CH:5]=[CH:4][C:3]=1[CH:9]([C:11]1[N:12]([C:16]([C:29]2[CH:34]=[CH:33][CH:32]=[CH:31][CH:30]=2)([C:23]2[CH:28]=[CH:27][CH:26]=[CH:25][CH:24]=2)[C:17]2[CH:22]=[CH:21][CH:20]=[CH:19][CH:18]=2)[CH:13]=[N:14][CH:15]=1)[OH:10]. Given the product [CH3:1][C:2]1[C:7]([CH3:8])=[CH:6][CH:5]=[CH:4][C:3]=1[C:9]([C:11]1[N:12]([C:16]([C:17]2[CH:22]=[CH:21][CH:20]=[CH:19][CH:18]=2)([C:29]2[CH:30]=[CH:31][CH:32]=[CH:33][CH:34]=2)[C:23]2[CH:28]=[CH:27][CH:26]=[CH:25][CH:24]=2)[CH:13]=[N:14][CH:15]=1)=[O:10], predict the reactants needed to synthesize it. (2) Given the product [Br:34][C:35]1[CH:40]=[CH:39][C:38]([S:41]([NH:18][C@@H:16]([C:13]2[CH:12]=[CH:11][C:10]([C:5]3[CH:6]=[CH:7][CH:8]=[CH:9][C:4]=3[O:3][C:2]([F:1])([F:32])[F:33])=[CH:15][CH:14]=2)[CH3:17])(=[O:43])=[O:42])=[C:37]([O:45][C:46]([F:49])([F:48])[F:47])[CH:36]=1, predict the reactants needed to synthesize it. The reactants are: [F:1][C:2]([F:33])([F:32])[O:3][C:4]1[CH:9]=[CH:8][CH:7]=[CH:6][C:5]=1[C:10]1[CH:15]=[CH:14][C:13]([C@H:16]([NH:18]S(C2C=C(C)OC=2C(F)(F)F)(=O)=O)[CH3:17])=[CH:12][CH:11]=1.[Br:34][C:35]1[CH:40]=[CH:39][C:38]([S:41](Cl)(=[O:43])=[O:42])=[C:37]([O:45][C:46]([F:49])([F:48])[F:47])[CH:36]=1.